This data is from Full USPTO retrosynthesis dataset with 1.9M reactions from patents (1976-2016). The task is: Predict the reactants needed to synthesize the given product. Given the product [CH3:1][O:2][C:3](=[O:12])[C:4]1[CH:9]=[CH:8][CH:7]=[C:6]([CH:10]=[C:21]([N+:18]([O-:20])=[O:19])[CH3:22])[CH:5]=1, predict the reactants needed to synthesize it. The reactants are: [CH3:1][O:2][C:3](=[O:12])[C:4]1[CH:9]=[CH:8][CH:7]=[C:6]([CH:10]=O)[CH:5]=1.C([O-])(=O)C.[NH4+].[N+:18]([CH2:21][CH3:22])([O-:20])=[O:19].